Dataset: Catalyst prediction with 721,799 reactions and 888 catalyst types from USPTO. Task: Predict which catalyst facilitates the given reaction. (1) Reactant: CC(OI1(OC(C)=O)(OC(C)=O)OC(=O)C2C=CC=CC1=2)=O.[Br:23][C:24]1[CH:33]=[CH:32][C:27]([C:28]([O:30][CH3:31])=[O:29])=[CH:26][C:25]=1[O:34][CH2:35][CH2:36][CH2:37][OH:38].C(O)(C)(C)C. Product: [Br:23][C:24]1[CH:33]=[CH:32][C:27]([C:28]([O:30][CH3:31])=[O:29])=[CH:26][C:25]=1[O:34][CH2:35][CH2:36][CH:37]=[O:38]. The catalyst class is: 4. (2) Reactant: [CH3:1][N:2]1[C:6]2[CH:7]=[CH:8][CH:9]=[CH:10][C:5]=2[N:4]=[C:3]1[C:11]1[CH:12]=[C:13]([CH3:23])[C:14]2[N:18]=[C:17]([CH2:19][CH2:20][CH3:21])[NH:16][C:15]=2[CH:22]=1.[OH-].[K+].Br[CH2:27][C:28]1[CH:33]=[CH:32][C:31]([C:34]2[C:35]([C:40]([O:42][CH3:43])=[O:41])=[CH:36][CH:37]=[CH:38][CH:39]=2)=[CH:30][CH:29]=1.[Br-].C([NH3+])(C)(C)C. Product: [CH3:1][N:2]1[C:6]2[CH:7]=[CH:8][CH:9]=[CH:10][C:5]=2[N:4]=[C:3]1[C:11]1[CH:12]=[C:13]([CH3:23])[C:14]2[N:18]=[C:17]([CH2:19][CH2:20][CH3:21])[N:16]([CH2:27][C:28]3[CH:33]=[CH:32][C:31]([C:34]4[C:35]([C:40]([O:42][CH3:43])=[O:41])=[CH:36][CH:37]=[CH:38][CH:39]=4)=[CH:30][CH:29]=3)[C:15]=2[CH:22]=1. The catalyst class is: 824. (3) Reactant: [Cl:1][C:2]1[CH:7]=[C:6]([F:8])[CH:5]=[CH:4][C:3]=1[C:9]([N:11]1[CH2:16][C:15](OCC)=[N:14][CH2:13][CH2:12]1)=[O:10].[C:20]([NH:28][NH2:29])(=O)[C:21]1[CH:26]=[CH:25][CH:24]=[CH:23][CH:22]=1. Product: [Cl:1][C:2]1[CH:7]=[C:6]([F:8])[CH:5]=[CH:4][C:3]=1[C:9]([N:11]1[CH2:12][CH2:13][N:14]2[C:20]([C:21]3[CH:26]=[CH:25][CH:24]=[CH:23][CH:22]=3)=[N:28][N:29]=[C:15]2[CH2:16]1)=[O:10]. The catalyst class is: 51. (4) Reactant: [Cl:1][C:2]1[CH:3]=[C:4]([N+:9]([O-])=O)[C:5]([NH2:8])=[N:6][CH:7]=1.O.O.Cl[Sn]Cl.[OH-].[Na+]. Product: [Cl:1][C:2]1[CH:3]=[C:4]([NH2:9])[C:5]([NH2:8])=[N:6][CH:7]=1. The catalyst class is: 8. (5) Product: [Cl:9][C:3]1[CH:4]=[CH:5][C:6]([F:8])=[CH:7][C:2]=1[CH2:12][C@H:13]([OH:14])[CH3:16]. Reactant: Br[C:2]1[CH:7]=[C:6]([F:8])[CH:5]=[CH:4][C:3]=1[Cl:9].N#N.[CH3:12][CH2:13][OH:14].[Li][CH:16](CC)C.C1CCCCC1.B(F)(F)F.C(OCC)C. The catalyst class is: 1. (6) Reactant: [OH:1][C:2]1[CH:3]=[C:4]([CH:9]=[CH:10][CH:11]=1)[C:5]([O:7][CH3:8])=[O:6].Cl[CH2:13][O:14][CH3:15].CCN(C(C)C)C(C)C. Product: [CH3:13][O:14][CH2:15][O:1][C:2]1[CH:3]=[C:4]([CH:9]=[CH:10][CH:11]=1)[C:5]([O:7][CH3:8])=[O:6]. The catalyst class is: 4. (7) Reactant: [Br:1][C:2]1[CH:3]=[C:4]2[C:9](=[N:10][CH:11]=1)[NH:8][C:7](=[O:12])[CH:6]([C:13](OC)=[O:14])[CH2:5]2.[BH4-].[Na+]. Product: [Br:1][C:2]1[CH:3]=[C:4]2[C:9](=[N:10][CH:11]=1)[NH:8][C:7](=[O:12])[CH:6]([CH2:13][OH:14])[CH2:5]2. The catalyst class is: 49. (8) Product: [I:16][C:13]1[S:12][C:11]([CH:14]=[O:15])=[CH:10][C:9]=1[CH2:5][CH:6]([CH3:8])[CH3:7]. The catalyst class is: 22. Reactant: C(O)(=O)C.[CH2:5]([C:9]1[CH:10]=[C:11]([CH:14]=[O:15])[S:12][CH:13]=1)[CH:6]([CH3:8])[CH3:7].[I:16]N1C(=O)CCC1=O.